Dataset: HIV replication inhibition screening data with 41,000+ compounds from the AIDS Antiviral Screen. Task: Binary Classification. Given a drug SMILES string, predict its activity (active/inactive) in a high-throughput screening assay against a specified biological target. (1) The compound is COc1ccc(C=CC(=O)c2ccc3c(c2)OCO3)cc1OC. The result is 0 (inactive). (2) The result is 0 (inactive). The compound is Nc1nc(Cl)cc(NCC2(CO)CC(=O)C2)n1.